Dataset: Full USPTO retrosynthesis dataset with 1.9M reactions from patents (1976-2016). Task: Predict the reactants needed to synthesize the given product. (1) Given the product [C:14]([C:10]1[CH:9]=[C:8]2[C:13]([CH:4]([NH2:3])[CH2:5][CH2:6][O:7]2)=[CH:12][CH:11]=1)([CH3:17])([CH3:15])[CH3:16], predict the reactants needed to synthesize it. The reactants are: CO[N:3]=[C:4]1[C:13]2[C:8](=[CH:9][C:10]([C:14]([CH3:17])([CH3:16])[CH3:15])=[CH:11][CH:12]=2)[O:7][CH2:6][CH2:5]1.N. (2) Given the product [F:31][C:28]([F:29])([F:30])[C:25]1[CH:26]=[CH:27][C:22]([C:20]2[N:19]=[CH:18][N:17]=[C:16]([NH:15][C:9]3[CH:10]=[CH:11][CH:12]=[C:13]4[C:8]=3[NH:7][C:6]([CH2:4][OH:3])=[CH:14]4)[CH:21]=2)=[CH:23][CH:24]=1, predict the reactants needed to synthesize it. The reactants are: C([O:3][C:4]([C:6]1[NH:7][C:8]2[C:13]([CH:14]=1)=[CH:12][CH:11]=[CH:10][C:9]=2[NH:15][C:16]1[CH:21]=[C:20]([C:22]2[CH:27]=[CH:26][C:25]([C:28]([F:31])([F:30])[F:29])=[CH:24][CH:23]=2)[N:19]=[CH:18][N:17]=1)=O)C.[H-].[H-].[H-].[H-].[Li+].[Al+3].CO.CCOC(C)=O. (3) Given the product [OH-:38].[NH4+:14].[NH2:14][C:15]1[N:20]2[CH:21]=[C:22]([CH2:24][N:25]([CH3:36])[CH:26]3[C:35]4[N:34]=[CH:33][CH:32]=[CH:31][C:30]=4[CH2:29][CH2:28][CH2:27]3)[N:23]=[C:19]2[CH:18]=[CH:17][CH:16]=1, predict the reactants needed to synthesize it. The reactants are: C1(C(=[N:14][C:15]2[N:20]3[CH:21]=[C:22]([CH2:24][N:25]([CH3:36])[CH:26]4[C:35]5[N:34]=[CH:33][CH:32]=[CH:31][C:30]=5[CH2:29][CH2:28][CH2:27]4)[N:23]=[C:19]3[CH:18]=[CH:17][CH:16]=2)C2C=CC=CC=2)C=CC=CC=1.Cl.[O:38]1CCCC1. (4) Given the product [CH3:20][C:19]1([CH3:21])[N:15]([C:13]2[S:14][C:10]3[CH2:9][CH2:8][O:7][C:6]4[CH:24]=[C:2]([C:33]5[CH2:38][CH2:37][N:36]([C:39]([O:41][C:42]([CH3:45])([CH3:44])[CH3:43])=[O:40])[CH2:35][CH:34]=5)[CH:3]=[CH:4][C:5]=4[C:11]=3[N:12]=2)[C:16](=[O:23])[NH:17][C:18]1=[O:22], predict the reactants needed to synthesize it. The reactants are: Br[C:2]1[CH:3]=[CH:4][C:5]2[C:11]3[N:12]=[C:13]([N:15]4[C:19]([CH3:21])([CH3:20])[C:18](=[O:22])[NH:17][C:16]4=[O:23])[S:14][C:10]=3[CH2:9][CH2:8][O:7][C:6]=2[CH:24]=1.CC1(C)C(C)(C)OB([C:33]2[CH2:38][CH2:37][N:36]([C:39]([O:41][C:42]([CH3:45])([CH3:44])[CH3:43])=[O:40])[CH2:35][CH:34]=2)O1. (5) The reactants are: [NH2:1][C:2]1[C:11]2[C:6](=[CH:7][C:8]([O:14][CH3:15])=[C:9]([O:12][CH3:13])[CH:10]=2)[N:5]=[C:4](CNCCC#N)[N:3]=1. Given the product [NH2:1][C:2]1[C:11]2[C:6](=[CH:7][C:8]([O:14][CH3:15])=[C:9]([O:12][CH3:13])[CH:10]=2)[N:5]=[C:4]([N:3]([CH3:4])[CH2:2][CH2:11][CH2:6][NH2:5])[N:3]=1, predict the reactants needed to synthesize it. (6) Given the product [ClH:34].[ClH:34].[NH2:1][CH2:4][C:5]1[CH2:11][CH2:10][NH:9][C:8]2[N:12]=[CH:13][N:14]=[C:15]([NH:16][C:17]3[CH:22]=[CH:21][C:20]([O:23][C:24]4[CH:29]=[CH:28][CH:27]=[C:26]([C:30]([F:32])([F:33])[F:31])[CH:25]=4)=[C:19]([Cl:34])[CH:18]=3)[C:7]=2[CH:6]=1, predict the reactants needed to synthesize it. The reactants are: [N:1]([CH2:4][C:5]1[CH2:11][CH2:10][NH:9][C:8]2[N:12]=[CH:13][N:14]=[C:15]([NH:16][C:17]3[CH:22]=[CH:21][C:20]([O:23][C:24]4[CH:29]=[CH:28][CH:27]=[C:26]([C:30]([F:33])([F:32])[F:31])[CH:25]=4)=[C:19]([Cl:34])[CH:18]=3)[C:7]=2[CH:6]=1)=[N+]=[N-].C1(P(C2C=CC=CC=2)C2C=CC=CC=2)C=CC=CC=1. (7) Given the product [Si:7]([O:6][CH2:5][CH2:4][N:19]1[C:20]([CH3:33])=[C:21]([O:22][C:23]2[CH:24]=[C:25]([C:31]#[N:32])[CH:26]=[C:27]([CH:30]=2)[C:28]#[N:29])[C:17]([CH:14]([CH3:16])[CH3:15])=[N:18]1)([C:10]([CH3:13])([CH3:12])[CH3:11])([CH3:9])[CH3:8], predict the reactants needed to synthesize it. The reactants are: [H-].[Na+].Br[CH2:4][CH2:5][O:6][Si:7]([C:10]([CH3:13])([CH3:12])[CH3:11])([CH3:9])[CH3:8].[CH:14]([C:17]1[C:21]([O:22][C:23]2[CH:24]=[C:25]([C:31]#[N:32])[CH:26]=[C:27]([CH:30]=2)[C:28]#[N:29])=[C:20]([CH3:33])[NH:19][N:18]=1)([CH3:16])[CH3:15].